This data is from Catalyst prediction with 721,799 reactions and 888 catalyst types from USPTO. The task is: Predict which catalyst facilitates the given reaction. (1) Reactant: [N:1]1[N:5]2[CH:6]=[CH:7][C:8]([CH:10]=O)=[CH:9][C:4]2=[CH:3][CH:2]=1.[Cl:12][C:13]1[CH:18]=[CH:17][CH:16]=[C:15]([Cl:19])[C:14]=1/[N:20]=[C:21]1\[S:22][CH2:23][C:24](=[O:26])[NH:25]\1.N1CCCCC1.Cl. Product: [Cl:19][C:15]1[CH:16]=[CH:17][CH:18]=[C:13]([Cl:12])[C:14]=1[NH:20][C:21]1[S:22]/[C:23](=[CH:10]\[C:8]2[CH:7]=[CH:6][N:5]3[N:1]=[CH:2][CH:3]=[C:4]3[CH:9]=2)/[C:24](=[O:26])[N:25]=1. The catalyst class is: 8. (2) Reactant: [C:1]([O:5][C:6](=[O:19])[CH2:7][C@@:8]1([CH2:14][C:15]([O:17]C)=[O:16])[CH2:12][CH2:11][C@@H:10]([CH3:13])[CH2:9]1)(C)(C)C.FC(F)(F)C(O)=O.C(=O)([O-])[O-].[Na+].[Na+]. Product: [CH3:1][O:5][C:6]([CH2:7][C@:8]1([CH2:14][C:15]([OH:17])=[O:16])[CH2:12][CH2:11][C@@H:10]([CH3:13])[CH2:9]1)=[O:19]. The catalyst class is: 4.